Task: Predict the reaction yield, written as a fraction of the theoretical maximum amount of product (1.0 means a 100% yield; for example, 0.34 means a 34% yield).. Dataset: Reaction yield outcomes from USPTO patents with 853,638 reactions (1) The reactants are [CH2:1]([C:8]1[N:13]=[N:12][C:11]([C:14]2[CH2:19][CH2:18][N:17]([C:20]3[N:21]=[CH:22][C:23]([C:26]([O:28][CH3:29])=[O:27])=[N:24][CH:25]=3)[CH2:16][CH:15]=2)=[C:10]([CH3:30])[C:9]=1[CH3:31])[C:2]1[CH:7]=[CH:6][CH:5]=[CH:4][CH:3]=1. The catalyst is CCO.[Pd]. The product is [CH2:1]([C:8]1[N:13]=[N:12][C:11]([CH:14]2[CH2:19][CH2:18][N:17]([C:20]3[N:21]=[CH:22][C:23]([C:26]([O:28][CH3:29])=[O:27])=[N:24][CH:25]=3)[CH2:16][CH2:15]2)=[C:10]([CH3:30])[C:9]=1[CH3:31])[C:2]1[CH:7]=[CH:6][CH:5]=[CH:4][CH:3]=1. The yield is 1.00. (2) The reactants are [Br:1][C:2]1[CH:7]=[CH:6][C:5]([NH:8][C:9](=[O:11])[CH3:10])=[CH:4][C:3]=1[OH:12].Cl.Cl[CH2:15][CH2:16][N:17]1[CH2:22][CH2:21][CH2:20][CH2:19][CH2:18]1. The catalyst is COCCOC.O.C(=O)([O-])[O-].[K+].[K+]. The product is [Br:1][C:2]1[CH:7]=[CH:6][C:5]([NH:8][C:9](=[O:11])[CH3:10])=[CH:4][C:3]=1[O:12][CH2:15][CH2:16][N:17]1[CH2:22][CH2:21][CH2:20][CH2:19][CH2:18]1. The yield is 0.620. (3) The reactants are O[CH:2]=[C:3]1[C:11]2[C:6](=[CH:7][C:8]([C:12]([C:14]3[CH:15]=[C:16]([NH:20][C:21]([C:23]4[N:24]([CH2:29][CH3:30])[N:25]=[C:26]([CH3:28])[CH:27]=4)=[O:22])[CH:17]=[CH:18][CH:19]=3)=[O:13])=[CH:9][CH:10]=2)[NH:5][C:4]1=[O:31].C1COCC1.[N:37]1([CH2:42][C:43]2[CH:48]=[CH:47][C:46]([NH2:49])=[CH:45][CH:44]=2)[CH2:41][CH2:40][CH2:39][CH2:38]1. The catalyst is CCOC(C)=O.CCCCCC. The product is [O:31]=[C:4]1[C:3](=[CH:2][NH:49][C:46]2[CH:45]=[CH:44][C:43]([CH2:42][N:37]3[CH2:41][CH2:40][CH2:39][CH2:38]3)=[CH:48][CH:47]=2)[C:11]2[C:6](=[CH:7][C:8]([C:12]([C:14]3[CH:15]=[C:16]([NH:20][C:21]([C:23]4[N:24]([CH2:29][CH3:30])[N:25]=[C:26]([CH3:28])[CH:27]=4)=[O:22])[CH:17]=[CH:18][CH:19]=3)=[O:13])=[CH:9][CH:10]=2)[NH:5]1. The yield is 0.250. (4) The reactants are [C:1]([O:10]C)(=O)[C:2]1[C:3](=[CH:5][CH:6]=[CH:7][CH:8]=1)[SH:4].[C:12]([C:14]1[CH:19]=[CH:18][CH:17]=[C:16]([O:20][CH2:21][CH3:22])[N:15]=1)#[N:13].C(N(CC)CC)C. The catalyst is C1(C)C=CC=CC=1. The product is [CH2:21]([O:20][C:16]1[N:15]=[C:14]([C:12]2[S:4][C:3]3[CH:5]=[CH:6][CH:7]=[CH:8][C:2]=3[C:1](=[O:10])[N:13]=2)[CH:19]=[CH:18][CH:17]=1)[CH3:22]. The yield is 0.140. (5) The reactants are [C:1](/[N:3]=[C:4](\SC)/[NH:5][C:6]1[CH:11]=[C:10]([C:12]([CH3:15])([CH3:14])[CH3:13])[CH:9]=[C:8]([C:16]([CH3:19])([CH3:18])[CH3:17])[CH:7]=1)#[N:2].[NH2:22][NH2:23]. The catalyst is C(O)C. The product is [C:16]([C:8]1[CH:7]=[C:6]([NH:5][C:4]2[N:3]=[C:1]([NH2:2])[NH:23][N:22]=2)[CH:11]=[C:10]([C:12]([CH3:13])([CH3:14])[CH3:15])[CH:9]=1)([CH3:17])([CH3:18])[CH3:19]. The yield is 0.150.